From a dataset of Reaction yield outcomes from USPTO patents with 853,638 reactions. Predict the reaction yield, written as a fraction of the theoretical maximum amount of product (1.0 means a 100% yield; for example, 0.34 means a 34% yield). The reactants are [Cl-].[NH4+:2].OCCO[C:7]([C:9]1[N:10]=[C:11]([O:14][CH2:15][CH2:16][O:17][CH:18]2[CH2:23][CH2:22][CH2:21][CH2:20][O:19]2)[S:12][CH:13]=1)=[NH:8]. The catalyst is CO. The product is [O:19]1[CH2:20][CH2:21][CH2:22][CH2:23][CH:18]1[O:17][CH2:16][CH2:15][O:14][C:11]1[S:12][CH:13]=[C:9]([C:7]([NH2:8])=[NH:2])[N:10]=1. The yield is 1.00.